This data is from Forward reaction prediction with 1.9M reactions from USPTO patents (1976-2016). The task is: Predict the product of the given reaction. (1) Given the reactants [F:1][C:2]1[CH:3]=[C:4]([CH:22]=[CH:23][C:24]=1[C:25]([F:28])([F:27])[F:26])[CH2:5][C@H:6]1[CH2:11][C@@H:10]([C:12]2[O:16][NH:15][C:14](=[O:17])[CH:13]=2)[CH2:9][CH2:8][N:7]1[C:18]([O:20][CH3:21])=[O:19].CCCCCCC.CC(O)C, predict the reaction product. The product is: [F:1][C:2]1[CH:3]=[C:4]([CH:22]=[CH:23][C:24]=1[C:25]([F:27])([F:26])[F:28])[CH2:5][C@H:6]1[CH2:11][C@@H:10]([C:12]2[O:16][NH:15][C:14](=[O:17])[CH:13]=2)[CH2:9][CH2:8][N:7]1[C:18]([O:20][CH3:21])=[O:19].[F:1][C:2]1[CH:3]=[C:4]([CH:22]=[CH:23][C:24]=1[C:25]([F:27])([F:26])[F:28])[CH2:5][C@@H:6]1[CH2:11][C@H:10]([C:12]2[O:16][NH:15][C:14](=[O:17])[CH:13]=2)[CH2:9][CH2:8][N:7]1[C:18]([O:20][CH3:21])=[O:19]. (2) Given the reactants [F:1][C:2]1[CH:3]=[C:4]([S:20]([NH2:23])(=[O:22])=[O:21])[CH:5]=[CH:6][C:7]=1[O:8][C@H:9]1[CH2:13][CH2:12][CH2:11][C@@H:10]1[C:14]1[N:18]([CH3:19])[N:17]=[CH:16][CH:15]=1.Br[C:25]1[S:26][CH:27]=[CH:28][N:29]=1.CN[C@@H]1CCCC[C@H]1NC.C(=O)([O-])[O-].[Cs+].[Cs+], predict the reaction product. The product is: [F:1][C:2]1[CH:3]=[C:4]([S:20]([NH:23][C:25]2[S:26][CH:27]=[CH:28][N:29]=2)(=[O:21])=[O:22])[CH:5]=[CH:6][C:7]=1[O:8][C@H:9]1[CH2:13][CH2:12][CH2:11][C@@H:10]1[C:14]1[N:18]([CH3:19])[N:17]=[CH:16][CH:15]=1. (3) Given the reactants [CH3:1][O:2][C:3]([C:5]1[CH:13]=[CH:12][C:8]([C:9]([OH:11])=O)=[C:7]([N+:14]([O-:16])=[O:15])[CH:6]=1)=[O:4].[CH:17]([N:20](CC)C(C)C)([CH3:19])[CH3:18].F[P-](F)(F)(F)(F)F.N1(OC(N(C)C)=[N+](C)C)C2N=CC=CC=2N=N1.CC(N)C, predict the reaction product. The product is: [CH:17]([NH:20][C:9]([C:8]1[CH:12]=[CH:13][C:5]([C:3]([O:2][CH3:1])=[O:4])=[CH:6][C:7]=1[N+:14]([O-:16])=[O:15])=[O:11])([CH3:19])[CH3:18]. (4) Given the reactants [CH:1]([C:4]1[NH:8][N:7]=[CH:6][CH:5]=1)([CH3:3])[CH3:2].Br[CH2:10][C:11]([O:13][CH2:14][CH3:15])=[O:12], predict the reaction product. The product is: [CH2:14]([O:13][C:11](=[O:12])[CH2:10][N:8]1[C:4]([CH:1]([CH3:3])[CH3:2])=[CH:5][CH:6]=[N:7]1)[CH3:15]. (5) Given the reactants [N+:1]([C:4]1[CH:8]=[N:7][NH:6][C:5]=1[NH2:9])([O-:3])=[O:2].[CH2:10]([N:14]([C:19]1[CH:24]=[CH:23][CH:22]=[C:21]([C:25](=O)[CH:26]=[CH:27]N(C)C)[CH:20]=1)[S:15]([CH3:18])(=[O:17])=[O:16])[CH2:11][CH2:12][CH3:13].C(OCC)(=O)C, predict the reaction product. The product is: [CH2:10]([N:14]([C:19]1[CH:24]=[CH:23][CH:22]=[C:21]([C:25]2[N:6]3[N:7]=[CH:8][C:4]([N+:1]([O-:3])=[O:2])=[C:5]3[N:9]=[CH:27][CH:26]=2)[CH:20]=1)[S:15]([CH3:18])(=[O:16])=[O:17])[CH2:11][CH2:12][CH3:13]. (6) Given the reactants [CH3:1][O:2][C:3]1[CH:8]=[CH:7][C:6]([C:9]([C:34]2[CH:39]=[CH:38][C:37]([O:40][CH3:41])=[CH:36][CH:35]=2)([C:28]2[CH:33]=[CH:32][CH:31]=[CH:30][CH:29]=2)[O:10][CH2:11][CH2:12][CH:13]([OH:27])[CH2:14][CH2:15][NH:16]C(=O)OCC2C=CC=CC=2)=[CH:5][CH:4]=1, predict the reaction product. The product is: [NH2:16][CH2:15][CH2:14][CH:13]([OH:27])[CH2:12][CH2:11][O:10][C:9]([C:34]1[CH:39]=[CH:38][C:37]([O:40][CH3:41])=[CH:36][CH:35]=1)([C:6]1[CH:7]=[CH:8][C:3]([O:2][CH3:1])=[CH:4][CH:5]=1)[C:28]1[CH:29]=[CH:30][CH:31]=[CH:32][CH:33]=1.